Dataset: Full USPTO retrosynthesis dataset with 1.9M reactions from patents (1976-2016). Task: Predict the reactants needed to synthesize the given product. (1) Given the product [Br:8][C:9]1[CH:10]=[C:11]([S:15][CH2:2][C:3]2([OH:1])[CH2:7][CH2:6][CH2:5][CH2:4]2)[CH:12]=[CH:13][CH:14]=1, predict the reactants needed to synthesize it. The reactants are: [O:1]1[C:3]2([CH2:7][CH2:6][CH2:5][CH2:4]2)[CH2:2]1.[Br:8][C:9]1[CH:10]=[C:11]([SH:15])[CH:12]=[CH:13][CH:14]=1. (2) Given the product [ClH:32].[CH2:42]([N:34]1[C:6]2[C:7]3[CH:8]=[C:9]([F:27])[CH:10]=[CH:11][C:12]=3[O:13][C:14]3([CH2:15][CH2:16][NH:17][CH2:18][CH2:19]3)[C:5]=2[CH:4]=[N:33]1)[CH3:43], predict the reactants needed to synthesize it. The reactants are: C(O[CH:4](OCC)[CH:5]1[C:14]2([CH2:19][CH2:18][N:17](C(OC(C)(C)C)=O)[CH2:16][CH2:15]2)[O:13][C:12]2[C:7](=[CH:8][C:9]([F:27])=[CH:10][CH:11]=2)[C:6]1=O)C.[ClH:32].[NH2:33][N:34]([CH2:42][CH3:43])C(=O)OC(C)(C)C. (3) Given the product [Cl:30][C:27]1[N:28]=[CH:29][C:24]([C:9]2[CH2:10][CH2:11][N:12]([C:15]([O:17][C:18]([CH3:19])([CH3:20])[CH3:21])=[O:16])[CH2:13][CH:14]=2)=[CH:25][N:26]=1, predict the reactants needed to synthesize it. The reactants are: CC1(C)C(C)(C)OB([C:9]2[CH2:10][CH2:11][N:12]([C:15]([O:17][C:18]([CH3:21])([CH3:20])[CH3:19])=[O:16])[CH2:13][CH:14]=2)O1.Br[C:24]1[CH:25]=[N:26][C:27]([Cl:30])=[N:28][CH:29]=1.C(Cl)Cl.C(=O)([O-])[O-].[Cs+].[Cs+].